Dataset: Forward reaction prediction with 1.9M reactions from USPTO patents (1976-2016). Task: Predict the product of the given reaction. (1) Given the reactants [Cl:1][C:2]1[CH:3]=[C:4]([N:8]2[CH2:13][CH2:12][NH:11][CH2:10][CH2:9]2)[CH:5]=[CH:6][CH:7]=1.[Cl:14][C:15]1[NH:16][C:17](Cl)=[C:18]2[C:22]([N:23]=1)=[N:21][CH:20]=[N:19]2, predict the reaction product. The product is: [Cl:14][C:15]1[NH:16][C:17]([N:11]2[CH2:12][CH2:13][N:8]([C:4]3[CH:5]=[CH:6][CH:7]=[C:2]([Cl:1])[CH:3]=3)[CH2:9][CH2:10]2)=[C:18]2[C:22]([N:23]=1)=[N:21][CH:20]=[N:19]2. (2) Given the reactants [C:1]([C@@H:9]1[CH2:14][C@H:13]([O:15][Si](C(C)(C)C)(C)C)[CH2:12][C@H:11]([O:23][S:24]([CH3:27])(=[O:26])=[O:25])[C@H:10]1[CH2:28][C:29](=[O:36])[C:30]1[CH:35]=[CH:34][CH:33]=[CH:32][CH:31]=1)(=[O:8])[C:2]1[CH:7]=[CH:6][CH:5]=[CH:4][CH:3]=1.CCCC[N+](CCCC)(CCCC)CCCC.[F-], predict the reaction product. The product is: [C:1]([C@@H:9]1[CH2:14][C@@H:13]([OH:15])[CH2:12][C@H:11]([O:23][S:24]([CH3:27])(=[O:26])=[O:25])[C@H:10]1[CH2:28][C:29](=[O:36])[C:30]1[CH:31]=[CH:32][CH:33]=[CH:34][CH:35]=1)(=[O:8])[C:2]1[CH:3]=[CH:4][CH:5]=[CH:6][CH:7]=1. (3) Given the reactants [C:1]([C:3]1[CH:4]=[C:5]([C:13]2[S:17][C:16]([C:18]3[CH:27]=[CH:26][CH:25]=[C:24]4[C:19]=3[CH2:20][CH2:21][N:22](C(OC(C)(C)C)=O)[CH2:23]4)=[N:15][N:14]=2)[CH:6]=[CH:7][C:8]=1OC(C)C)#[N:2].Cl.CC[O:38][CH2:39][CH3:40].O1CCOC[CH2:42]1, predict the reaction product. The product is: [CH3:42][CH:39]([O:38][C:4]1[C:5]([C:13]2[S:17][C:16]([C:18]3[CH:27]=[CH:26][CH:25]=[C:24]4[C:19]=3[CH2:20][CH2:21][NH:22][CH2:23]4)=[N:15][N:14]=2)=[CH:6][CH:7]=[CH:8][C:3]=1[C:1]#[N:2])[CH3:40]. (4) Given the reactants [CH3:1][O:2][C:3]1[C:12]2[C:7](=[C:8]([CH3:13])[CH:9]=[CH:10][CH:11]=2)[C:6]([CH:14]=[O:15])=[CH:5][CH:4]=1.CC(=CC)C.[O-:21]Cl=O.[Na+], predict the reaction product. The product is: [CH3:1][O:2][C:3]1[C:12]2[C:7](=[C:8]([CH3:13])[CH:9]=[CH:10][CH:11]=2)[C:6]([C:14]([OH:21])=[O:15])=[CH:5][CH:4]=1. (5) The product is: [Cl:30][C:31]1[CH:32]=[C:33]2[C:38](=[CH:39][CH:40]=1)[CH:37]=[C:36]([S:41]([CH2:44][C@@H:45]([OH:49])[C:46]([N:14]1[CH2:13][CH2:12][CH:11]([N:7]3[CH2:6][CH2:5][CH:4]([OH:17])[NH:10][C:8]3=[O:9])[CH2:16][CH2:15]1)=[O:47])(=[O:42])=[O:43])[CH:35]=[CH:34]2. Given the reactants C(O[CH:4]([O:17]CC)[CH2:5][CH2:6][N:7]([CH:11]1[CH2:16][CH2:15][NH:14][CH2:13][CH2:12]1)[C:8]([NH2:10])=[O:9])C.C1C=CC2N(O)N=NC=2C=1.[Cl:30][C:31]1[CH:32]=[C:33]2[C:38](=[CH:39][CH:40]=1)[CH:37]=[C:36]([S:41]([CH2:44][C@@H:45]([OH:49])[C:46](O)=[O:47])(=[O:43])=[O:42])[CH:35]=[CH:34]2.CCN=C=NCCCN(C)C, predict the reaction product. (6) Given the reactants [O-2:1].[Mg+2:2].[Cl-:3].[Na+:4].O, predict the reaction product. The product is: [Cl-:3].[Mg+2:2].[Cl-:3].[Cl-:3].[Na+:4].[OH2:1].[Mg+2:2].[Cl-:3].[Cl-:3]. (7) Given the reactants I[C:2]1[CH:11]=[CH:10][CH:9]=[C:8]2[C:3]=1[CH:4]=[CH:5][C:6](Cl)=[N:7]2.[CH3:13][O:14][C:15]1[CH:23]=[C:22]2[C:18]([CH2:19][CH2:20][CH:21]2[NH2:24])=[CH:17][CH:16]=1.[CH3:25][S:26][CH2:27][CH2:28][CH2:29][NH2:30], predict the reaction product. The product is: [CH3:13][O:14][C:15]1[CH:23]=[C:22]2[C:18]([CH2:19][CH2:20][CH:21]2[NH:24][C:6]2[CH:5]=[CH:4][C:3]3[C:2]([NH:30][CH2:29][CH2:28][CH2:27][S:26][CH3:25])=[CH:11][CH:10]=[CH:9][C:8]=3[N:7]=2)=[CH:17][CH:16]=1.